This data is from Reaction yield outcomes from USPTO patents with 853,638 reactions. The task is: Predict the reaction yield, written as a fraction of the theoretical maximum amount of product (1.0 means a 100% yield; for example, 0.34 means a 34% yield). (1) The product is [CH3:47][C:44]1([CH3:46])[C:43]([CH3:48])([CH3:49])[O:42][B:41]([C:2]2[CH:7]=[C:6]([C:8]3[CH:13]=[CH:12][CH:11]=[CH:10][CH:9]=3)[CH:5]=[C:4]([C:14]3[C:19]4[S:20][C:21]5[C:26]([C:27]6[CH:32]=[CH:31][CH:30]=[CH:29][CH:28]=6)=[CH:25][CH:24]=[CH:23][C:22]=5[C:18]=4[CH:17]=[CH:16][CH:15]=3)[CH:3]=2)[O:45]1. The yield is 0.840. The reactants are Cl[C:2]1[CH:3]=[C:4]([C:14]2[C:19]3[S:20][C:21]4[C:26]([C:27]5[CH:32]=[CH:31][CH:30]=[CH:29][CH:28]=5)=[CH:25][CH:24]=[CH:23][C:22]=4[C:18]=3[CH:17]=[CH:16][CH:15]=2)[CH:5]=[C:6]([C:8]2[CH:13]=[CH:12][CH:11]=[CH:10][CH:9]=2)[CH:7]=1.[CH3:48][C:43]1([CH3:49])[C:44]([CH3:47])([CH3:46])[O:45][B:41]([B:41]2[O:45][C:44]([CH3:47])([CH3:46])[C:43]([CH3:49])([CH3:48])[O:42]2)[O:42]1.C([O-])(=O)C.[K+]. The catalyst is O1CCOCC1.C1C=CC(/C=C/C(/C=C/C2C=CC=CC=2)=O)=CC=1.C1C=CC(/C=C/C(/C=C/C2C=CC=CC=2)=O)=CC=1.C1C=CC(/C=C/C(/C=C/C2C=CC=CC=2)=O)=CC=1.[Pd].[Pd].COC1C=CC=C(OC)C=1C1C=CC=CC=1P(C1CCCCC1)C1CCCCC1. (2) The reactants are [Cl:1][C:2]1[CH:3]=[C:4]([C@@H:12]([CH2:16][CH:17]2[CH2:21][CH2:20][CH2:19][CH2:18]2)[C:13]([OH:15])=O)[CH:5]=[CH:6][C:7]=1[S:8]([CH3:11])(=[O:10])=[O:9].C(Cl)(=O)C(Cl)=O.[NH2:28][C:29]1[N:34]=[CH:33][C:32]([NH:35][S:36]([CH3:39])(=[O:38])=[O:37])=[CH:31][CH:30]=1.N1C=CC=CC=1. The catalyst is C(Cl)Cl.CN(C)C=O.O1CCCC1. The product is [Cl:1][C:2]1[CH:3]=[C:4]([C@@H:12]([CH2:16][CH:17]2[CH2:21][CH2:20][CH2:19][CH2:18]2)[C:13]([NH:28][C:29]2[CH:30]=[CH:31][C:32]([NH:35][S:36]([CH3:39])(=[O:38])=[O:37])=[CH:33][N:34]=2)=[O:15])[CH:5]=[CH:6][C:7]=1[S:8]([CH3:11])(=[O:9])=[O:10]. The yield is 0.102. (3) The reactants are [C:1]([O:4][CH2:5][C:6]1[CH:11]=[C:10]([C:12]#[C:13][Si:14]([CH3:17])([CH3:16])[CH3:15])[C:9]([OH:18])=[CH:8][N:7]=1)(=[O:3])[CH3:2]. The catalyst is N1C=CC=CC=1.[Cu]I. The product is [C:1]([O:4][CH2:5][C:6]1[CH:11]=[C:10]2[CH:12]=[C:13]([Si:14]([CH3:16])([CH3:15])[CH3:17])[O:18][C:9]2=[CH:8][N:7]=1)(=[O:3])[CH3:2]. The yield is 0.220. (4) The reactants are [CH3:1][N:2]([CH3:17])[C:3]1[CH:12]=[CH:11][CH:10]=[C:9]2[C:4]=1[CH2:5][CH2:6][C:7]([NH2:16])([C:13]([OH:15])=[O:14])[CH2:8]2.C(N(CC)CC)C.[C:25](=O)([O:41]N1C(=O)CCC1=O)[O:26][CH2:27][CH:28]1[C:40]2[CH:39]=[CH:38][CH:37]=[CH:36][C:35]=2[C:34]2[C:29]1=[CH:30][CH:31]=[CH:32][CH:33]=2. The catalyst is C(#N)C.O. The product is [C:25]([CH:8]1[C:9]2[C:4](=[C:3]([N:2]([CH3:17])[CH3:1])[CH:12]=[CH:11][CH:10]=2)[CH2:5][CH2:6][C:7]1([NH2:16])[C:13]([OH:15])=[O:14])([O:26][CH2:27][CH:28]1[C:29]2[C:34](=[CH:33][CH:32]=[CH:31][CH:30]=2)[C:35]2[C:40]1=[CH:39][CH:38]=[CH:37][CH:36]=2)=[O:41]. The yield is 0.610. (5) The reactants are [CH:1]([C:3]1[N:7]([CH3:8])[N:6]=[C:5]([C:9]2[CH:14]=[CH:13][C:12]([OH:15])=[CH:11][CH:10]=2)[C:4]=1[C:16]1[C:17]([CH3:25])=[C:18](C(O)=O)[O:19][C:20]=1[CH3:21])=[O:2].N1C2C(=CC=C3C=2N=CC=C3)C=CC=1. The yield is 0.510. The catalyst is N1C2C(=CC=CC=2)C=CC=1.CN1C(=O)CCC1. The product is [CH3:21][C:20]1[O:19][CH:18]=[C:17]([CH3:25])[C:16]=1[C:4]1[C:5]([C:9]2[CH:14]=[CH:13][C:12]([OH:15])=[CH:11][CH:10]=2)=[N:6][N:7]([CH3:8])[C:3]=1[CH:1]=[O:2]. (6) The reactants are [F:1][C:2]1[CH:3]=[CH:4][C:5]([CH:8]=O)=[N:6][CH:7]=1.Cl.[NH2:11][OH:12].[OH-].[Na+].Cl. The catalyst is C(O)C.O. The product is [F:1][C:2]1[CH:3]=[CH:4][C:5]([CH:8]=[N:11][OH:12])=[N:6][CH:7]=1. The yield is 0.790. (7) The reactants are [OH:1][CH2:2][C:3]1[N:4]=[C:5]2[CH:14]=[CH:13][CH:12]=[CH:11][N:6]2[C:7](=[O:10])[C:8]=1I.[O-]P([O-])([O-])=O.[K+].[K+].[K+].B1([CH2:32][C:33]2[CH:38]=[CH:37][CH:36]=[CH:35][CH:34]=2)C2CCCC1CCC2.[OH-].[Na+].OO. The catalyst is CN(C=O)C.C(OCC)(=O)C.C1C=CC([PH+]([C]2[CH][CH][CH][CH]2)C2C=CC=CC=2)=CC=1.C1C=CC([PH+]([C]2[CH][CH][CH][CH]2)C2C=CC=CC=2)=CC=1.C(Cl)Cl.Cl[Pd]Cl.[Fe]. The product is [CH2:32]([C:8]1[C:7](=[O:10])[N:6]2[CH:11]=[CH:12][CH:13]=[CH:14][C:5]2=[N:4][C:3]=1[CH2:2][OH:1])[C:33]1[CH:38]=[CH:37][CH:36]=[CH:35][CH:34]=1. The yield is 0.910. (8) The reactants are O.[NH2:2][NH2:3].[NH2:4][C:5]1[C:10]([F:11])=[C:9](F)[N:8]=[C:7]([C:13]#[N:14])[C:6]=1[Cl:15]. The catalyst is C1COCC1.CS(C)=O.C(#N)C. The product is [NH2:4][C:5]1[C:10]([F:11])=[C:9]([NH:2][NH2:3])[N:8]=[C:7]([C:13]#[N:14])[C:6]=1[Cl:15]. The yield is 0.980.